Dataset: Forward reaction prediction with 1.9M reactions from USPTO patents (1976-2016). Task: Predict the product of the given reaction. (1) Given the reactants C(=O)([O-])[O-].[Cs+].[Cs+].[NH:7]1[CH:11]=[N:10][CH:9]=[N:8]1.CC1C=CC(S(O[CH2:23][C@@H:24]2[C@@H:29]([OH:30])[C@H:28]([OH:31])[C@@H:27]([OH:32])[C@H:26]([C:33]3[CH:38]=[CH:37][C:36]([Cl:39])=[C:35]([CH2:40][C:41]4[S:42][C:43]([C:46]5[O:47][CH:48]=[CH:49][CH:50]=5)=[CH:44][N:45]=4)[CH:34]=3)[O:25]2)(=O)=O)=CC=1.O, predict the reaction product. The product is: [N:7]1([CH2:23][C@@H:24]2[C@@H:29]([OH:30])[C@H:28]([OH:31])[C@H:27]([OH:32])[C@H:26]([C:33]3[CH:38]=[CH:37][C:36]([Cl:39])=[C:35]([CH2:40][C:41]4[S:42][C:43]([C:46]5[O:47][CH:48]=[CH:49][CH:50]=5)=[CH:44][N:45]=4)[CH:34]=3)[O:25]2)[CH:11]=[N:10][CH:9]=[N:8]1. (2) Given the reactants CC(C1C=C(C(C)C)C(C2C=CC=CC=2P(C2CCCCC2)C2CCCCC2)=C(C(C)C)C=1)C.Cl[C:36]1[CH:37]=[CH:38][C:39]([C:42]2[C:47]([CH3:48])=[CH:46][CH:45]=[CH:44][C:43]=2[CH3:49])=[N:40][CH:41]=1.[Br-].[N:51]1[CH:56]=[CH:55][CH:54]=[CH:53][C:52]=1[Zn+].Cl.[OH-].[Na+], predict the reaction product. The product is: [CH3:49][C:43]1[CH:44]=[CH:45][CH:46]=[C:47]([CH3:48])[C:42]=1[C:39]1[N:40]=[CH:41][C:36]([C:52]2[CH:53]=[CH:54][CH:55]=[CH:56][N:51]=2)=[CH:37][CH:38]=1. (3) Given the reactants Br[C:2]1[CH:7]=[CH:6][C:5]([F:8])=[CH:4][CH:3]=1.[CH3:9][O:10][C:11]1[CH:16]=[CH:15][C:14]([N:17]2[CH2:22][CH2:21][N:20]([C:23]3[C:24]([CH3:37])=[C:25]([CH3:36])[C:26]4[O:30][C:29]([CH3:32])([CH3:31])[C:28](=[O:33])[C:27]=4[C:34]=3[CH3:35])[CH2:19][CH2:18]2)=[CH:13][CH:12]=1, predict the reaction product. The product is: [F:8][C:5]1[CH:6]=[CH:7][C:2]([C:28]2([OH:33])[C:27]3[C:34]([CH3:35])=[C:23]([N:20]4[CH2:21][CH2:22][N:17]([C:14]5[CH:15]=[CH:16][C:11]([O:10][CH3:9])=[CH:12][CH:13]=5)[CH2:18][CH2:19]4)[C:24]([CH3:37])=[C:25]([CH3:36])[C:26]=3[O:30][C:29]2([CH3:31])[CH3:32])=[CH:3][CH:4]=1. (4) Given the reactants Cl.[CH3:2][O:3][C:4](=[O:15])[C@H:5]([CH2:7][C:8]1[CH:13]=[CH:12][C:11]([OH:14])=[CH:10][CH:9]=1)[NH2:6].C(N(CC)CC)C.Cl.[C:24]1([CH2:30][C:31](Cl)=[O:32])[CH:29]=[CH:28][CH:27]=[CH:26][CH:25]=1, predict the reaction product. The product is: [OH:14][C:11]1[CH:10]=[CH:9][C:8]([CH2:7][C@H:5]([NH:6][C:31](=[O:32])[CH2:30][C:24]2[CH:29]=[CH:28][CH:27]=[CH:26][CH:25]=2)[C:4]([O:3][CH3:2])=[O:15])=[CH:13][CH:12]=1. (5) Given the reactants [Mn]([O-])(=O)(=O)=O.[K+].N1C=CC=CC=1.[C:13]([C:21]1[CH:22]=[CH:23]C(C)=[C:25]([N:27]([C:31]2[CH:36]=[CH:35][C:34]([F:37])=[CH:33][CH:32]=2)[C:28](=[O:30])[CH3:29])[CH:26]=1)(=[O:20])[C:14]1[CH:19]=[CH:18][CH:17]=[CH:16][CH:15]=1.Cl.[C:40]([O:43]CC)(=[O:42])[CH3:41], predict the reaction product. The product is: [C:13]([C:21]1[CH:22]=[CH:23][C:41]([C:40]([OH:43])=[O:42])=[C:25]([N:27]([C:31]2[CH:32]=[CH:33][C:34]([F:37])=[CH:35][CH:36]=2)[C:28](=[O:30])[CH3:29])[CH:26]=1)(=[O:20])[C:14]1[CH:15]=[CH:16][CH:17]=[CH:18][CH:19]=1. (6) Given the reactants [CH3:1][O:2][C:3]1[CH:4]=[C:5]([CH:11]=[CH:12][C:13]([OH:15])=O)[CH:6]=[CH:7][C:8]=1[O:9][CH3:10].O[NH:17][C:18]([CH:20]1[CH2:22][CH2:21]1)=[NH:19], predict the reaction product. The product is: [CH:20]1([C:18]2[N:19]=[C:13]([CH:12]=[CH:11][C:5]3[CH:6]=[CH:7][C:8]([O:9][CH3:10])=[C:3]([O:2][CH3:1])[CH:4]=3)[O:15][N:17]=2)[CH2:22][CH2:21]1. (7) The product is: [NH2:1][C:2]1[CH:7]=[C:6]([F:8])[C:5]([C:42]2[CH:41]=[CH:40][N:39]=[CH:38][C:37]=2[F:36])=[N:4][C:3]=1[C:10]([NH:12][C:13]1[CH:14]=[N:15][CH:16]=[CH:17][C:18]=1[C@@H:19]1[CH2:24][CH2:23][CH2:22][C@H:21]([NH2:25])[CH2:20]1)=[O:11]. Given the reactants [NH2:1][C:2]1[C:3]([C:10]([NH:12][C:13]2[CH:14]=[N:15][CH:16]=[CH:17][C:18]=2[C@@H:19]2[CH2:24][CH2:23][CH2:22][C@H:21]([N:25]3C(=O)C4C(=CC=CC=4)C3=O)[CH2:20]2)=[O:11])=[N:4][C:5](Br)=[C:6]([F:8])[CH:7]=1.[F:36][C:37]1[CH:38]=[N:39][CH:40]=[CH:41][C:42]=1B(O)O.C(N(CC)CC)C, predict the reaction product. (8) The product is: [CH3:1][N:2]1[C:10]2[C:5](=[CH:6][CH:7]=[CH:8][C:9]=2[CH2:11][C:12]([NH2:13])=[O:25])[CH:4]=[CH:3]1. Given the reactants [CH3:1][N:2]1[C:10]2[C:5](=[CH:6][CH:7]=[CH:8][C:9]=2[CH2:11][C:12]#[N:13])[CH:4]=[CH:3]1.CN1C2C(=CC=CC=2C=[O:25])C=C1.[Li]C#N.C(OP(C#N)(=O)OCC)C.C(O)(C)(C)C, predict the reaction product. (9) Given the reactants [NH2:1][C@H:2]1[CH2:7][CH2:6][CH2:5][N:4](C(OC(C)(C)C)=O)[CH2:3]1.[CH3:15][C:16]1[CH:17]=[CH:18][CH:19]=[C:20]2[C:24]=1[NH:23][C:22]([C:25](O)=[O:26])=[CH:21]2.N, predict the reaction product. The product is: [CH3:15][C:16]1[CH:17]=[CH:18][CH:19]=[C:20]2[C:24]=1[NH:23][C:22]([C:25]([NH:1][C@H:2]1[CH2:7][CH2:6][CH2:5][NH:4][CH2:3]1)=[O:26])=[CH:21]2.